Dataset: Peptide-MHC class II binding affinity with 134,281 pairs from IEDB. Task: Regression. Given a peptide amino acid sequence and an MHC pseudo amino acid sequence, predict their binding affinity value. This is MHC class II binding data. The peptide sequence is DALTLRTATNIWIDH. The MHC is DRB4_0101 with pseudo-sequence DRB4_0103. The binding affinity (normalized) is 0.293.